Dataset: Forward reaction prediction with 1.9M reactions from USPTO patents (1976-2016). Task: Predict the product of the given reaction. (1) Given the reactants [N:1]1([C:11]([C:13]2[CH:17]=[C:16]([CH:18]3[CH2:23][CH2:22][NH:21][CH2:20][CH2:19]3)[S:15][CH:14]=2)=[O:12])[C@@H:10]2[C@@H:5]([CH2:6][CH2:7][CH2:8][CH2:9]2)[CH2:4][CH2:3][CH2:2]1.[CH2:24]=O, predict the reaction product. The product is: [CH3:24][N:21]1[CH2:20][CH2:19][CH:18]([C:16]2[S:15][CH:14]=[C:13]([C:11]([N:1]3[C@@H:10]4[C@@H:5]([CH2:6][CH2:7][CH2:8][CH2:9]4)[CH2:4][CH2:3][CH2:2]3)=[O:12])[CH:17]=2)[CH2:23][CH2:22]1. (2) The product is: [C:13]1([CH:17]=[CH:2][C:3]([C:5]2[CH:10]=[CH:9][CH:8]=[CH:7][CH:6]=2)=[O:4])[CH:14]=[CH:15][CH:16]=[CH:21][CH:12]=1. Given the reactants O[CH2:2][C:3]([C:5]1[CH:10]=[CH:9][CH:8]=[CH:7][CH:6]=1)=[O:4].N1[CH:16]=[CH:15][CH:14]=[C:13]([CH:17]=O)[CH:12]=1.O([CH3:21])[Na], predict the reaction product. (3) Given the reactants [SH:1][C:2]1[CH:3]=[C:4]([C:8]2([OH:13])[CH2:12][CH2:11][CH2:10][CH2:9]2)[CH:5]=[CH:6][CH:7]=1.FC(F)(F)C(C1C=CC=C(S)C=1)([OH:19])CC, predict the reaction product. The product is: [SH:1][C:2]1[CH:3]=[C:4]([C:8]2([OH:13])[CH2:12][CH2:11][O:19][CH2:10][CH2:9]2)[CH:5]=[CH:6][CH:7]=1.